Dataset: Forward reaction prediction with 1.9M reactions from USPTO patents (1976-2016). Task: Predict the product of the given reaction. (1) Given the reactants [Cl:1][C:2]1[CH:10]=[C:9]2[C:5]([CH:6]([CH3:12])[C:7](=[O:11])[NH:8]2)=[CH:4][CH:3]=1.[CH2:13](I)[CH3:14], predict the reaction product. The product is: [Cl:1][C:2]1[CH:10]=[C:9]2[C:5]([C:6]([CH2:13][CH3:14])([CH3:12])[C:7](=[O:11])[NH:8]2)=[CH:4][CH:3]=1. (2) Given the reactants [CH3:1][C:2]1([CH3:30])[CH2:7][CH2:6][C@@H:5]([O:8][C:9]2[C:10]([CH3:18])=[C:11]3[C:15](=[CH:16][CH:17]=2)[NH:14][N:13]=[CH:12]3)[CH2:4][C@@H:3]1[N:19]1C(=O)C2C(=CC=CC=2)C1=O, predict the reaction product. The product is: [CH3:1][C:2]1([CH3:30])[CH2:7][CH2:6][C@@H:5]([O:8][C:9]2[C:10]([CH3:18])=[C:11]3[C:15](=[CH:16][CH:17]=2)[NH:14][N:13]=[CH:12]3)[CH2:4][C@@H:3]1[NH2:19]. (3) The product is: [C:1]([C:5]1[CH:10]=[CH:9][N:8]=[C:7]([C:5]2[CH:6]=[CH:7][C:15]([CH3:16])=[CH:2][CH:1]=2)[CH:6]=1)([CH3:4])([CH3:3])[CH3:2]. Given the reactants [C:1]([C:5]1[CH:10]=[CH:9][N:8]=[C:7](Cl)[CH:6]=1)([CH3:4])([CH3:3])[CH3:2].C(O[CH2:15][CH3:16])C, predict the reaction product. (4) Given the reactants FC(F)(F)S(O[C:7]1[CH:8]=[C:9]2[C:14](=[CH:15][CH:16]=1)[C:13]([C:17]([O:19][CH3:20])=[O:18])=[CH:12][CH:11]=[CH:10]2)(=O)=O.C(=O)([O-])[O-].[Na+].[Na+].[OH:29][C:30]1[CH:35]=[CH:34][C:33](B(O)O)=[CH:32][CH:31]=1, predict the reaction product. The product is: [OH:29][C:30]1[CH:35]=[CH:34][C:33]([C:7]2[CH:8]=[C:9]3[C:14](=[CH:15][CH:16]=2)[C:13]([C:17]([O:19][CH3:20])=[O:18])=[CH:12][CH:11]=[CH:10]3)=[CH:32][CH:31]=1. (5) Given the reactants FC(F)(F)[C:3]([OH:5])=[O:4].C(O[BH-](OC(=O)C)OC(=O)C)(=O)C.[Na+].[NH2:22][C:23]1[C:24]([C:28]2[N:32]([C:33]3[CH:38]=[CH:37][C:36]([F:39])=[C:35]([Br:40])[CH:34]=3)C(=O)O[N:29]=2)=[N:25][O:26][N:27]=1.O=[CH:43][CH2:44][NH:45][C:46](=[O:52])[O:47][C:48]([CH3:51])([CH3:50])[CH3:49], predict the reaction product. The product is: [Br:40][C:35]1[CH:34]=[C:33]([N:32]2[C:28]([C:24]3[C:23]([NH:22][CH2:43][CH2:44][NH:45][C:46](=[O:52])[O:47][C:48]([CH3:51])([CH3:50])[CH3:49])=[N:27][O:26][N:25]=3)=[N:29][C:3](=[O:4])[O:5]2)[CH:38]=[CH:37][C:36]=1[F:39]. (6) Given the reactants [CH:1]([NH2:14])([C:8]1[CH:13]=[CH:12][CH:11]=[CH:10][CH:9]=1)[C:2]1[CH:7]=[CH:6][CH:5]=[CH:4][CH:3]=1.Br[C@@H:16]([C@H:19]1[CH2:21][O:20]1)[CH2:17][CH3:18], predict the reaction product. The product is: [C:2]1([CH:1]([C:8]2[CH:9]=[CH:10][CH:11]=[CH:12][CH:13]=2)[N:14]2[CH2:21][C@@H:19]([OH:20])[C@@H:16]2[CH2:17][CH3:18])[CH:7]=[CH:6][CH:5]=[CH:4][CH:3]=1.